Dataset: Reaction yield outcomes from USPTO patents with 853,638 reactions. Task: Predict the reaction yield, written as a fraction of the theoretical maximum amount of product (1.0 means a 100% yield; for example, 0.34 means a 34% yield). (1) The reactants are Cl.[NH2:2][C:3]([NH2:5])=[NH:4].[F:6][C:7]1[CH:26]=[CH:25][C:10]([C:11]([NH:13][CH:14]([C:20](OCC)=[O:21])[C:15](OCC)=[O:16])=[O:12])=[CH:9][CH:8]=1.[Na]. The catalyst is C(O)C. The product is [NH2:4][C:3]1[N:5]=[C:15]([OH:16])[C:14]([NH:13][C:11](=[O:12])[C:10]2[CH:25]=[CH:26][C:7]([F:6])=[CH:8][CH:9]=2)=[C:20]([OH:21])[N:2]=1. The yield is 0.530. (2) The reactants are [CH2:1]([NH2:6])[CH2:2][CH:3]([CH3:5])[CH3:4].[CH2:7]1[CH2:13][S:10](=[O:12])(=[O:11])[O:9][CH2:8]1.CC(C)=O. The product is [CH2:1]([NH:6][CH2:8][CH2:7][CH2:13][S:10]([OH:12])(=[O:11])=[O:9])[CH2:2][CH:3]([CH3:5])[CH3:4]. The yield is 0.620. The catalyst is CC(=O)CC.